This data is from Reaction yield outcomes from USPTO patents with 853,638 reactions. The task is: Predict the reaction yield, written as a fraction of the theoretical maximum amount of product (1.0 means a 100% yield; for example, 0.34 means a 34% yield). The reactants are [CH:1]([O:6][CH3:7])([O:4][CH3:5])OC.CC1C=CC(S(O)(=O)=O)=CC=1.[OH2:19].[N:20]([CH2:23][CH2:24][CH2:25][O:26][C:27]1[CH:34]=[CH:33][C:30](C=O)=[CH:29][CH:28]=1)=[N+:21]=[N-:22].[CH3:35]O. No catalyst specified. The product is [CH3:7][O:6][CH:1]([O:4][CH3:5])[C:30]1[CH:29]=[CH:28][C:27]([O:26][CH2:25][CH2:24][CH2:23][N:20]=[N+:21]=[N-:22])=[CH:34][C:33]=1[O:19][CH3:35]. The yield is 0.970.